Predict the product of the given reaction. From a dataset of Forward reaction prediction with 1.9M reactions from USPTO patents (1976-2016). (1) Given the reactants [CH3:1][C:2]1[CH:7]=[C:6]([O:8][CH2:9][C:10]2([CH3:14])[CH2:13][O:12][CH2:11]2)[CH:5]=[C:4]([CH3:15])[C:3]=1[C:16]1[CH:21]=[CH:20][CH:19]=[C:18]([CH2:22][O:23][C:24]2[N:29]=[CH:28][C:27]3[C@@H:30]4[C@@H:33]([C:34]([O:36]CC)=[O:35])[C@@H:31]4[CH2:32][C:26]=3[CH:25]=2)[CH:17]=1.[Li+].[OH-].Cl, predict the reaction product. The product is: [CH3:15][C:4]1[CH:5]=[C:6]([O:8][CH2:9][C:10]2([CH3:14])[CH2:13][O:12][CH2:11]2)[CH:7]=[C:2]([CH3:1])[C:3]=1[C:16]1[CH:21]=[CH:20][CH:19]=[C:18]([CH2:22][O:23][C:24]2[N:29]=[CH:28][C:27]3[C@@H:30]4[C@@H:33]([C:34]([OH:36])=[O:35])[C@@H:31]4[CH2:32][C:26]=3[CH:25]=2)[CH:17]=1. (2) Given the reactants [CH3:1][C:2]1[N:6]([CH2:7][C:8]2[CH:13]=[CH:12][C:11]([CH3:14])=[CH:10][CH:9]=2)[N:5]=[C:4]([C:15]([OH:17])=O)[CH:3]=1.C(Cl)(=O)C(Cl)=O.[NH3:24], predict the reaction product. The product is: [CH3:1][C:2]1[N:6]([CH2:7][C:8]2[CH:13]=[CH:12][C:11]([CH3:14])=[CH:10][CH:9]=2)[N:5]=[C:4]([C:15]([NH2:24])=[O:17])[CH:3]=1. (3) Given the reactants [F:1][C:2]1[CH:9]=[CH:8][C:5]([CH:6]=O)=[CH:4][CH:3]=1.[C:10](#[N:14])[CH2:11][C:12]#[N:13].C(N(CC)CC)C.[C:22]1([N:28]2[C:32](=[O:33])[CH2:31][C:30]([C:34]3[CH:39]=[CH:38][CH:37]=[CH:36][CH:35]=3)=[N:29]2)[CH:27]=[CH:26][CH:25]=[CH:24][CH:23]=1, predict the reaction product. The product is: [NH2:13][C:12]1[O:33][C:32]2[N:28]([C:22]3[CH:23]=[CH:24][CH:25]=[CH:26][CH:27]=3)[N:29]=[C:30]([C:34]3[CH:35]=[CH:36][CH:37]=[CH:38][CH:39]=3)[C:31]=2[CH:6]([C:5]2[CH:8]=[CH:9][C:2]([F:1])=[CH:3][CH:4]=2)[C:11]=1[C:10]#[N:14]. (4) Given the reactants [C:12]([O:11][C:9](O[C:9]([O:11][C:12]([CH3:15])([CH3:14])[CH3:13])=[O:10])=[O:10])([CH3:15])([CH3:14])[CH3:13].Cl.[Cl:17][C:18]1[CH:23]=[CH:22][C:21]([C:24]2[CH2:25][CH2:26][NH:27][CH2:28][CH:29]=2)=[CH:20][CH:19]=1.C(N(CC)CC)C, predict the reaction product. The product is: [C:12]([O:11][C:9]([N:27]1[CH2:26][CH:25]=[C:24]([C:21]2[CH:22]=[CH:23][C:18]([Cl:17])=[CH:19][CH:20]=2)[CH2:29][CH2:28]1)=[O:10])([CH3:13])([CH3:14])[CH3:15]. (5) Given the reactants [OH:1][C@@:2]1([CH2:9][NH:10][C:11]([C:13]2[C:14]3[CH:15]=[CH:16][C:17](Cl)=[N:18][C:19]=3[CH:20]=[CH:21][C:22]=2[Cl:23])=[O:12])[CH2:7][CH2:6][CH2:5][C@H:4]([CH3:8])[CH2:3]1.CCN(C(C)C)C(C)C.[CH3:34][N:35]([CH3:41])[CH:36]1[CH2:40][CH2:39][NH:38][CH2:37]1, predict the reaction product. The product is: [OH:1][C@@:2]1([CH2:9][NH:10][C:11]([C:13]2[C:14]3[CH:15]=[CH:16][C:17]([N:38]4[CH2:39][CH2:40][CH:36]([N:35]([CH3:41])[CH3:34])[CH2:37]4)=[N:18][C:19]=3[CH:20]=[CH:21][C:22]=2[Cl:23])=[O:12])[CH2:7][CH2:6][CH2:5][C@H:4]([CH3:8])[CH2:3]1. (6) Given the reactants [N+:1]([O-:4])(O)=[O:2].[OH:5][C:6]1[CH:11]=[CH:10][CH:9]=[CH:8][C:7]=1[S:12]([N:15]([CH3:17])[CH3:16])(=[O:14])=[O:13].O, predict the reaction product. The product is: [OH:5][C:6]1[C:11]([N+:1]([O-:4])=[O:2])=[CH:10][CH:9]=[CH:8][C:7]=1[S:12]([N:15]([CH3:17])[CH3:16])(=[O:14])=[O:13].